This data is from Peptide-MHC class I binding affinity with 185,985 pairs from IEDB/IMGT. The task is: Regression. Given a peptide amino acid sequence and an MHC pseudo amino acid sequence, predict their binding affinity value. This is MHC class I binding data. (1) The peptide sequence is RRQDILDLWI. The MHC is HLA-A02:03 with pseudo-sequence HLA-A02:03. The binding affinity (normalized) is 0. (2) The peptide sequence is EIIPKIKAY. The MHC is HLA-B51:01 with pseudo-sequence HLA-B51:01. The binding affinity (normalized) is 0.0847.